This data is from Catalyst prediction with 721,799 reactions and 888 catalyst types from USPTO. The task is: Predict which catalyst facilitates the given reaction. (1) Reactant: [Cl:1][C:2]1[C:3]2[CH:14]=[CH:13][C:12](=[O:15])[N:11]([C:16]3[C:21]([F:22])=[CH:20][CH:19]=[CH:18][C:17]=3[F:23])[C:4]=2[N:5]=[C:6](S(C)=O)[N:7]=1.[NH2:24][CH:25]([CH2:28][OH:29])[CH2:26][OH:27]. Product: [Cl:1][C:2]1[C:3]2[CH:14]=[CH:13][C:12](=[O:15])[N:11]([C:16]3[C:21]([F:22])=[CH:20][CH:19]=[CH:18][C:17]=3[F:23])[C:4]=2[N:5]=[C:6]([NH:24][CH:25]([CH2:28][OH:29])[CH2:26][OH:27])[N:7]=1. The catalyst class is: 139. (2) Reactant: [Cu][C:2]#[N:3].Br[C:5]1[CH:10]=[C:9]([CH:11]([CH3:13])[CH3:12])[CH:8]=[CH:7][C:6]=1[NH2:14]. Product: [NH2:14][C:6]1[CH:7]=[CH:8][C:9]([CH:11]([CH3:13])[CH3:12])=[CH:10][C:5]=1[C:2]#[N:3]. The catalyst class is: 435. (3) Reactant: [Cl:1][C:2]1[CH:3]=[CH:4][C:5]([O:14][C:15]([CH3:33])([C:17]2[N:21]([CH3:22])[C:20]([C:23]3[CH:28]=[CH:27][CH:26]=[CH:25][C:24]=3[C:29]([F:32])([F:31])[F:30])=[N:19][N:18]=2)[CH3:16])=[C:6]([CH:13]=1)[C:7]([NH:9][NH:10][CH:11]=O)=[O:8].N1C=CC=CC=1.FC(F)(F)S(OS(C(F)(F)F)(=O)=O)(=O)=O. Product: [Cl:1][C:2]1[CH:3]=[CH:4][C:5]([O:14][C:15]([CH3:16])([C:17]2[N:21]([CH3:22])[C:20]([C:23]3[CH:28]=[CH:27][CH:26]=[CH:25][C:24]=3[C:29]([F:30])([F:32])[F:31])=[N:19][N:18]=2)[CH3:33])=[C:6]([C:7]2[O:8][CH:11]=[N:10][N:9]=2)[CH:13]=1. The catalyst class is: 4. (4) Reactant: [Br:1][C:2]1[CH:7]=[CH:6][C:5](Br)=[CH:4][N:3]=1.[Li]CCCC.[O:14]=[C:15]1[CH2:20][CH2:19][N:18]([C:21]([O:23][C:24]([CH3:27])([CH3:26])[CH3:25])=[O:22])[CH2:17][CH2:16]1. Product: [Br:1][C:2]1[N:3]=[CH:4][C:5]([C:15]2([OH:14])[CH2:16][CH2:17][N:18]([C:21]([O:23][C:24]([CH3:26])([CH3:25])[CH3:27])=[O:22])[CH2:19][CH2:20]2)=[CH:6][CH:7]=1. The catalyst class is: 7. (5) Reactant: [I:1][C:2]1[C:6]2=[N:7][CH:8]=[CH:9][CH:10]=[C:5]2[NH:4][N:3]=1.[CH2:11]1[CH2:16][O:15][CH:14]=[CH:13][CH2:12]1.CC1C=CC(S(O)(=O)=O)=CC=1.O. Product: [I:1][C:2]1[C:6]2=[N:7][CH:8]=[CH:9][CH:10]=[C:5]2[N:4]([CH:14]2[CH2:13][CH2:12][CH2:11][CH2:16][O:15]2)[N:3]=1. The catalyst class is: 1.